The task is: Regression. Given a peptide amino acid sequence and an MHC pseudo amino acid sequence, predict their binding affinity value. This is MHC class I binding data.. This data is from Peptide-MHC class I binding affinity with 185,985 pairs from IEDB/IMGT. (1) The peptide sequence is EAFPYEITE. The MHC is HLA-A31:01 with pseudo-sequence HLA-A31:01. The binding affinity (normalized) is 0.0847. (2) The peptide sequence is RVTGSSGRR. The MHC is HLA-A02:02 with pseudo-sequence HLA-A02:02. The binding affinity (normalized) is 0. (3) The peptide sequence is LIPVSEVLLK. The MHC is HLA-A03:01 with pseudo-sequence HLA-A03:01. The binding affinity (normalized) is 0.209. (4) The binding affinity (normalized) is 0.0847. The MHC is HLA-C06:02 with pseudo-sequence HLA-C06:02. The peptide sequence is RYMSKTYNF.